Dataset: Catalyst prediction with 721,799 reactions and 888 catalyst types from USPTO. Task: Predict which catalyst facilitates the given reaction. Reactant: [C:1]([O:5][C:6](=[O:20])[NH:7][CH2:8][CH2:9][N:10]1[C:18]2[C:17](Cl)=[N:16][CH:15]=[N:14][C:13]=2[CH:12]=[CH:11]1)([CH3:4])([CH3:3])[CH3:2].[S:21]1[CH:25]=[C:24]([CH2:26][N:27]2[C:35]3[C:30](=[CH:31][C:32]([NH2:36])=[CH:33][CH:34]=3)[CH:29]=[CH:28]2)[N:23]=[CH:22]1. Product: [C:1]([O:5][C:6](=[O:20])[NH:7][CH2:8][CH2:9][N:10]1[C:18]2[C:17]([NH:36][C:32]3[CH:31]=[C:30]4[C:35](=[CH:34][CH:33]=3)[N:27]([CH2:26][C:24]3[N:23]=[CH:22][S:21][CH:25]=3)[CH:28]=[CH:29]4)=[N:16][CH:15]=[N:14][C:13]=2[CH:12]=[CH:11]1)([CH3:4])([CH3:3])[CH3:2]. The catalyst class is: 32.